The task is: Predict the product of the given reaction.. This data is from Forward reaction prediction with 1.9M reactions from USPTO patents (1976-2016). (1) The product is: [Br:13][C:14]1[CH:15]=[CH:16][C:17]([C@H:20]([C:28]2[CH:33]=[CH:32][CH:31]=[CH:30][C:29]=2[CH3:34])[CH2:21][C:22](=[O:23])[CH2:1][C:2]2[CH:7]=[CH:6][N:5]=[CH:4][CH:3]=2)=[CH:18][CH:19]=1. Given the reactants [CH3:1][C:2]1[CH:7]=[CH:6][N:5]=[CH:4][CH:3]=1.C([Li])CCC.[Br:13][C:14]1[CH:19]=[CH:18][C:17]([C@H:20]([C:28]2[CH:33]=[CH:32][CH:31]=[CH:30][C:29]=2[CH3:34])[CH2:21][C:22](N(OC)C)=[O:23])=[CH:16][CH:15]=1.C(=O)([O-])O.[Na+], predict the reaction product. (2) Given the reactants C[O:2][C:3]1[CH:8]=[CH:7][C:6]([CH3:9])=[CH:5][C:4]=1[C:10]1[N:15]=[C:14]([N:16]2[C:20]([C:21]([F:24])([F:23])[F:22])=[C:19]([C:25]([O:27][CH2:28][CH3:29])=[O:26])[CH:18]=[N:17]2)[CH:13]=[CH:12][CH:11]=1.B(Br)(Br)Br, predict the reaction product. The product is: [OH:2][C:3]1[CH:8]=[CH:7][C:6]([CH3:9])=[CH:5][C:4]=1[C:10]1[N:15]=[C:14]([N:16]2[C:20]([C:21]([F:24])([F:23])[F:22])=[C:19]([C:25]([O:27][CH2:28][CH3:29])=[O:26])[CH:18]=[N:17]2)[CH:13]=[CH:12][CH:11]=1. (3) Given the reactants Br[CH2:2][C:3]1[C:4]([C:25]2[CH:30]=[CH:29][CH:28]=[C:27]([C:31]([F:34])([F:33])[F:32])[CH:26]=2)=[N:5][C:6]2[C:11]([C:12]=1[C:13]([O:15][CH3:16])=[O:14])=[CH:10][C:9]([S:17]([CH:20]([CH3:22])[CH3:21])(=[O:19])=[O:18])=[C:8]([O:23][CH3:24])[CH:7]=2.[NH:35]1[CH2:40][CH2:39][CH:38]([N:41]2[CH2:46][CH2:45][O:44][CH2:43][CH2:42]2)[CH2:37][CH2:36]1, predict the reaction product. The product is: [CH3:21][CH:20]([S:17]([C:9]1[CH:10]=[C:11]2[C:6](=[CH:7][C:8]=1[O:23][CH3:24])[N:5]=[C:4]([C:25]1[CH:30]=[CH:29][CH:28]=[C:27]([C:31]([F:33])([F:32])[F:34])[CH:26]=1)[C:3]([CH2:2][N:35]1[CH2:40][CH2:39][CH:38]([N:41]3[CH2:46][CH2:45][O:44][CH2:43][CH2:42]3)[CH2:37][CH2:36]1)=[C:12]2[C:13]([O:15][CH3:16])=[O:14])(=[O:19])=[O:18])[CH3:22]. (4) Given the reactants [CH2:1]([O:3][C:4]([C:6]1[C:7](O)=[N:8][C:9]([S:13][CH3:14])=[N:10][C:11]=1[CH3:12])=[O:5])[CH3:2].C(Cl)(=O)C([Cl:19])=O.CN(C)C=O, predict the reaction product. The product is: [CH2:1]([O:3][C:4]([C:6]1[C:7]([Cl:19])=[N:8][C:9]([S:13][CH3:14])=[N:10][C:11]=1[CH3:12])=[O:5])[CH3:2]. (5) Given the reactants [NH2:1][CH2:2][C@H:3]1[CH2:8][CH2:7][C@H:6]([N:9]2[C:13]3=[C:14]4[S:20][CH:19]=[CH:18][C:15]4=[N:16][CH:17]=[C:12]3[N:11]=[C:10]2[CH2:21][C:22]#[N:23])[CH2:5][CH2:4]1.C(N(CC)CC)C.Cl[C:32]([O:34][CH3:35])=[O:33], predict the reaction product. The product is: [C:22]([CH2:21][C:10]1[N:9]([C@H:6]2[CH2:7][CH2:8][C@H:3]([CH2:2][NH:1][C:32](=[O:33])[O:34][CH3:35])[CH2:4][CH2:5]2)[C:13]2=[C:14]3[S:20][CH:19]=[CH:18][C:15]3=[N:16][CH:17]=[C:12]2[N:11]=1)#[N:23]. (6) Given the reactants C[O:2][C:3](=[O:27])[CH2:4][C@@H:5]([C:9]1[CH:14]=[CH:13][C:12]([O:15][CH2:16][C:17]2[CH2:26][CH2:25][CH2:24][C:19]3([CH2:23][CH2:22][CH2:21][CH2:20]3)[CH:18]=2)=[CH:11][CH:10]=1)[C:6]#[C:7][CH3:8].[OH-].[Na+].Cl.S([O-])([O-])(=O)=O.[Na+].[Na+], predict the reaction product. The product is: [CH2:20]1[C:19]2([CH2:24][CH2:25][CH2:26][C:17]([CH2:16][O:15][C:12]3[CH:11]=[CH:10][C:9]([C@@H:5]([C:6]#[C:7][CH3:8])[CH2:4][C:3]([OH:27])=[O:2])=[CH:14][CH:13]=3)=[CH:18]2)[CH2:23][CH2:22][CH2:21]1. (7) The product is: [S:1]1[CH:5]=[CH:4][CH:3]=[C:2]1[C:6]1[NH:10][CH:9]=[C:8]([CH2:11][CH2:12][C:13]([O:15][CH2:16][CH3:17])=[O:14])[CH:7]=1. Given the reactants [S:1]1[CH:5]=[CH:4][CH:3]=[C:2]1[C:6]1[NH:10][CH:9]=[C:8](/[CH:11]=[CH:12]/[C:13]([O:15][CH2:16][CH3:17])=[O:14])[CH:7]=1.[H][H], predict the reaction product.